Task: Predict the product of the given reaction.. Dataset: Forward reaction prediction with 1.9M reactions from USPTO patents (1976-2016) (1) The product is: [SH:27][C:23]1[CH:24]=[C:25]2[C:20](=[CH:21][CH:22]=1)[CH2:19][C@:3]1([C:4]3[C:5](=[N:6][CH:7]=[CH:8][CH:9]=3)[N:10]([CH2:11][O:12][CH2:13][CH2:14][Si:15]([CH3:16])([CH3:17])[CH3:18])[C:2]1=[O:1])[CH2:26]2. Given the reactants [O:1]=[C:2]1[N:10]([CH2:11][O:12][CH2:13][CH2:14][Si:15]([CH3:18])([CH3:17])[CH3:16])[C:5]2=[N:6][CH:7]=[CH:8][CH:9]=[C:4]2[C@:3]21[CH2:26][C:25]1[C:20](=[CH:21][CH:22]=[C:23]([SH-:27]C(=S)OCC)[CH:24]=1)[CH2:19]2.[OH-].[Na+].O, predict the reaction product. (2) Given the reactants O=[CH:2][C@@H:3]([C@H:5]([C@@H:7]([C@@H:9]([CH2:11][OH:12])[OH:10])[OH:8])[OH:6])[OH:4], predict the reaction product. The product is: [CH2:11]1[O:12][C@@H:2]2[O:10][C@H:9]1[C@@H:7]([OH:8])[C@H:5]([OH:6])[C@H:3]2[OH:4]. (3) The product is: [CH2:22]([N:24]([CH2:25][CH3:26])[CH2:27][CH2:28][CH2:29][O:1][C:2]1[CH:7]=[CH:6][C:5]([C:8](=[O:10])[CH3:9])=[CH:4][CH:3]=1)[CH3:23]. Given the reactants [OH:1][C:2]1[CH:7]=[CH:6][C:5]([C:8](=[O:10])[CH3:9])=[CH:4][CH:3]=1.C(=O)([O-])[O-].[K+].[K+].S([O-])(=O)(=O)C.[CH2:22]([N:24]([CH:27](O)[CH2:28][CH3:29])[CH2:25][CH3:26])[CH3:23].CS(Cl)(=O)=O, predict the reaction product. (4) Given the reactants [C:1](Cl)(=O)[C:2]([Cl:4])=[O:3].[N:7]1([C:12]2[C:13]3[NH:20][CH:19]=C(C(O)=O)[C:14]=3[N:15]=[CH:16][N:17]=2)[CH:11]=[CH:10][CH:9]=[N:8]1, predict the reaction product. The product is: [N:7]1([C:12]2[C:13]3[NH:20][CH:19]=[C:1]([C:2]([Cl:4])=[O:3])[C:14]=3[N:15]=[CH:16][N:17]=2)[CH:11]=[CH:10][CH:9]=[N:8]1. (5) The product is: [NH2:40][C:38](=[O:39])[CH2:37][NH:36][C:21](=[O:22])[C:20]1[CH:26]=[CH:27][CH:28]=[C:18]([C:17]2[C:11]3[S:10][C:9]([CH2:8][C:7]4[CH:29]=[CH:30][CH:31]=[C:5]([C:4]([F:3])([F:33])[F:32])[CH:6]=4)=[CH:13][C:12]=3[CH:14]=[CH:15][CH:16]=2)[CH:19]=1. Given the reactants [OH-].[Na+].[F:3][C:4]([F:33])([F:32])[C:5]1[CH:6]=[C:7]([CH:29]=[CH:30][CH:31]=1)[CH2:8][C:9]1[S:10][C:11]2[C:17]([C:18]3[CH:19]=[C:20]([CH:26]=[CH:27][CH:28]=3)[C:21](OCC)=[O:22])=[CH:16][CH:15]=[CH:14][C:12]=2[CH:13]=1.Cl.Cl.[NH2:36][CH2:37][C:38]([NH2:40])=[O:39].C(N(CC)CC)C.C1C=CC2N(O)N=NC=2C=1, predict the reaction product.